The task is: Predict the reaction yield, written as a fraction of the theoretical maximum amount of product (1.0 means a 100% yield; for example, 0.34 means a 34% yield).. This data is from Reaction yield outcomes from USPTO patents with 853,638 reactions. (1) The catalyst is CC#N. The product is [N+:1]([C:4]1[CH:12]=[C:11]2[C:7]([C:8]([C:18]#[N:19])=[CH:9][NH:10]2)=[CH:6][CH:5]=1)([O-:3])=[O:2]. The reactants are [N+:1]([C:4]1[CH:12]=[C:11]2[C:7]([CH:8]=[CH:9][NH:10]2)=[CH:6][CH:5]=1)([O-:3])=[O:2].C([O-])(O)=O.[Na+].[CH3:18][N:19](C=O)C. The yield is 0.820. (2) The reactants are C([O:3][C:4]([C:6]1([CH:14]=[CH2:15])[CH2:11][O:10][C:9]([CH3:13])([CH3:12])[O:8][CH2:7]1)=[O:5])C.O.[OH-].[Li+].CO. The catalyst is O1CCCC1.O. The product is [CH3:12][C:9]1([CH3:13])[O:10][CH2:11][C:6]([CH:14]=[CH2:15])([C:4]([OH:5])=[O:3])[CH2:7][O:8]1. The yield is 0.900. (3) The yield is 0.800. The catalyst is CC(C)=O. The product is [CH3:11][O:4][C:3]1[CH:5]=[CH:6][CH:7]=[CH:8][C:2]=1[C:1]([O:22][CH3:23])=[O:10]. The reactants are [C:1]([OH:10])(=O)[C:2]1[C:3](=[CH:5][CH:6]=[CH:7][CH:8]=1)[OH:4].[C:11](=O)([O-])[O-].[K+].[K+].S([O:22][CH3:23])(OC)(=O)=O. (4) The reactants are C(O[C:4]([CH3:13])=[CH:5][C:6](=O)[C:7]([O:9][CH2:10][CH3:11])=[O:8])C.[C:14]([CH2:16][C:17]([NH2:19])=[O:18])#[N:15].C(=O)([O-])[O-].[K+].[K+].Cl. The catalyst is CC(C)=O. The product is [C:14]([C:16]1[C:17](=[O:18])[NH:19][C:6]([C:7]([O:9][CH2:10][CH3:11])=[O:8])=[CH:5][C:4]=1[CH3:13])#[N:15]. The yield is 0.657.